This data is from Peptide-MHC class II binding affinity with 134,281 pairs from IEDB. The task is: Regression. Given a peptide amino acid sequence and an MHC pseudo amino acid sequence, predict their binding affinity value. This is MHC class II binding data. The peptide sequence is AFTVVLSGGTLIDTL. The MHC is DRB1_0401 with pseudo-sequence DRB1_0401. The binding affinity (normalized) is 0.293.